Dataset: Catalyst prediction with 721,799 reactions and 888 catalyst types from USPTO. Task: Predict which catalyst facilitates the given reaction. (1) Reactant: C(O[C:6]([N:8]1[CH2:13][CH2:12][NH:11][CH2:10][CH2:9]1)=O)(C)(C)C.C(N(CC)CC)C.BrC[C:23]([O:25][CH2:26][CH3:27])=[O:24].[ClH:28].C(O)C. Product: [ClH:28].[N:8]1([CH2:6][C:23]([O:25][CH2:26][CH3:27])=[O:24])[CH2:9][CH2:10][NH:11][CH2:12][CH2:13]1. The catalyst class is: 9. (2) Reactant: [CH3:1][O-:2].[Na+].S(O)(O)(=O)=O.[CH3:9][O:10][C:11]([NH2:13])=[NH:12].[C:14]([O:22]C)(=O)[CH2:15][C:16]([O:18]OC)=O. Product: [CH3:9][O:10][C:11]1[N:13]=[C:14]([OH:22])[C:15]([O:2][CH3:1])=[C:16]([OH:18])[N:12]=1. The catalyst class is: 8. (3) Reactant: [CH3:1][C:2]1[NH:3][CH:4]=[CH:5][N:6]=1.[F:7][C:8]1[CH:17]=[CH:16][C:11]([C:12](=[O:15])[CH2:13]Br)=[CH:10][CH:9]=1. Product: [F:7][C:8]1[CH:17]=[CH:16][C:11]([C:12](=[O:15])[CH2:13][N:3]2[CH:4]=[CH:5][N:6]=[C:2]2[CH3:1])=[CH:10][CH:9]=1. The catalyst class is: 84. (4) Reactant: [C:1]([N:4]1[C:13]2[C:8](=[CH:9][C:10]([C:14]3[O:18][N:17]=[C:16]([CH2:19][CH2:20][NH:21]C(OC(C)(C)C)=O)[N:15]=3)=[CH:11][CH:12]=2)[C@H:7]([NH:29][C:30](=[O:35])[O:31][CH:32]([CH3:34])[CH3:33])[CH2:6][C@@H:5]1[CH3:36])(=[O:3])[CH3:2].[ClH:37]. Product: [ClH:37].[C:1]([N:4]1[C:13]2[C:8](=[CH:9][C:10]([C:14]3[O:18][N:17]=[C:16]([CH2:19][CH2:20][NH2:21])[N:15]=3)=[CH:11][CH:12]=2)[C@H:7]([NH:29][C:30](=[O:35])[O:31][CH:32]([CH3:33])[CH3:34])[CH2:6][C@@H:5]1[CH3:36])(=[O:3])[CH3:2]. The catalyst class is: 12. (5) Reactant: [CH2:1]([O:8][C:9]1[CH:14]=[CH:13][C:12]([CH:15]=[C:16](S(C2C=CC(C)=CC=2)(=O)=O)[C:17]#[N:18])=[CH:11][CH:10]=1)[C:2]1[CH:7]=[CH:6][CH:5]=[CH:4][CH:3]=1.C1CCN2C(=NCCC2)CC1.[N+:40]([CH2:42][C:43]([O:45][CH2:46][CH3:47])=[O:44])#[C-:41].O. Product: [CH2:46]([O:45][C:43]([C:42]1[NH:40][CH:41]=[C:16]([C:17]#[N:18])[C:15]=1[C:12]1[CH:11]=[CH:10][C:9]([O:8][CH2:1][C:2]2[CH:3]=[CH:4][CH:5]=[CH:6][CH:7]=2)=[CH:14][CH:13]=1)=[O:44])[CH3:47]. The catalyst class is: 49.